From a dataset of Peptide-MHC class II binding affinity with 134,281 pairs from IEDB. Regression. Given a peptide amino acid sequence and an MHC pseudo amino acid sequence, predict their binding affinity value. This is MHC class II binding data. (1) The peptide sequence is DGVWEIKSDKPLKGP. The MHC is HLA-DQA10102-DQB10602 with pseudo-sequence HLA-DQA10102-DQB10602. The binding affinity (normalized) is 0.0583. (2) The peptide sequence is GPLDKEAIEERVERI. The MHC is DRB4_0103 with pseudo-sequence DRB4_0103. The binding affinity (normalized) is 0. (3) The peptide sequence is TVWEQILNTWLVKPG. The MHC is DRB1_0101 with pseudo-sequence DRB1_0101. The binding affinity (normalized) is 0.658. (4) The peptide sequence is AEHQAIVRDVLAAGD. The MHC is DRB3_0202 with pseudo-sequence DRB3_0202. The binding affinity (normalized) is 0. (5) The binding affinity (normalized) is 0.662. The MHC is DRB1_1302 with pseudo-sequence DRB1_1302. The peptide sequence is SQDLELSWNLNGLQAL. (6) The peptide sequence is TVQKGSDPKKLVLNI. The MHC is DRB1_1302 with pseudo-sequence DRB1_1302. The binding affinity (normalized) is 0.417. (7) The peptide sequence is KYDAYVATLSEALRI. The MHC is HLA-DQA10301-DQB10302 with pseudo-sequence HLA-DQA10301-DQB10302. The binding affinity (normalized) is 0.446.